From a dataset of Forward reaction prediction with 1.9M reactions from USPTO patents (1976-2016). Predict the product of the given reaction. (1) The product is: [Cl:1][C:2]1[CH:7]=[CH:6][C:5]([C:8]([CH3:31])([C:17]([N:19]2[CH2:23][CH2:22][CH:21]([C:24]3[CH:29]=[CH:28][CH:27]=[C:26]([Cl:30])[CH:25]=3)[CH2:20]2)=[O:18])[CH2:9][C:10]([OH:12])=[O:11])=[CH:4][CH:3]=1. Given the reactants [Cl:1][C:2]1[CH:7]=[CH:6][C:5]([C:8]([CH3:31])([C:17]([N:19]2[CH2:23][CH2:22][CH:21]([C:24]3[CH:29]=[CH:28][CH:27]=[C:26]([Cl:30])[CH:25]=3)[CH2:20]2)=[O:18])[CH2:9][C:10]([O:12]C(C)(C)C)=[O:11])=[CH:4][CH:3]=1.FC(F)(F)C(O)=O.C(Cl)Cl, predict the reaction product. (2) The product is: [Cl:30][C:19]1[CH:20]=[C:21]([C:22]2[CH:27]=[CH:26][CH:25]=[C:24]([Cl:28])[C:23]=2[Cl:29])[C:15]2[O:14][CH:13]([CH2:12][NH:32][CH3:31])[CH2:17][C:16]=2[CH:18]=1. Given the reactants CC1C=CC(S(O[CH2:12][CH:13]2[CH2:17][C:16]3[CH:18]=[C:19]([Cl:30])[CH:20]=[C:21]([C:22]4[CH:27]=[CH:26][CH:25]=[C:24]([Cl:28])[C:23]=4[Cl:29])[C:15]=3[O:14]2)(=O)=O)=CC=1.[CH3:31][NH2:32], predict the reaction product. (3) Given the reactants [CH2:1]([O:8][C:9]([N:11]1[CH2:16][CH2:15][N:14]([C:17]2[O:18][C:19]3[CH:25]=[CH:24][C:23](I)=[CH:22][C:20]=3[N:21]=2)[CH2:13][CH2:12]1)=[O:10])[C:2]1[CH:7]=[CH:6][CH:5]=[CH:4][CH:3]=1.[C:27]1([SH:37])[C:36]2[C:31](=[CH:32][CH:33]=[CH:34][CH:35]=2)[CH:30]=[CH:29][CH:28]=1.C([O-])([O-])=O.[K+].[K+], predict the reaction product. The product is: [CH2:1]([O:8][C:9]([N:11]1[CH2:16][CH2:15][N:14]([C:17]2[O:18][C:19]3[CH:25]=[CH:24][C:23]([S:37][C:27]4[C:36]5[C:31](=[CH:32][CH:33]=[CH:34][CH:35]=5)[CH:30]=[CH:29][CH:28]=4)=[CH:22][C:20]=3[N:21]=2)[CH2:13][CH2:12]1)=[O:10])[C:2]1[CH:7]=[CH:6][CH:5]=[CH:4][CH:3]=1. (4) Given the reactants [OH:1][CH:2]([C:31]([NH:33][O:34][CH3:35])=[O:32])[CH:3]([NH:11][C:12](=[O:30])[C:13]1[CH:18]=[CH:17][CH:16]=[N:15][C:14]=1[N:19]1[CH:23]=[CH:22][C:21]([C:24]2[CH:29]=[CH:28][CH:27]=[CH:26][CH:25]=2)=[N:20]1)[CH2:4][C:5]1[CH:10]=[CH:9][CH:8]=[CH:7][CH:6]=1.I(C1C=CC=CC=1C(O)=O)(=O)=O.C([O-])(O)=O.[Na+], predict the reaction product. The product is: [CH3:35][O:34][NH:33][C:31](=[O:32])[C:2](=[O:1])[CH:3]([NH:11][C:12](=[O:30])[C:13]1[CH:18]=[CH:17][CH:16]=[N:15][C:14]=1[N:19]1[CH:23]=[CH:22][C:21]([C:24]2[CH:25]=[CH:26][CH:27]=[CH:28][CH:29]=2)=[N:20]1)[CH2:4][C:5]1[CH:6]=[CH:7][CH:8]=[CH:9][CH:10]=1.